From a dataset of Catalyst prediction with 721,799 reactions and 888 catalyst types from USPTO. Predict which catalyst facilitates the given reaction. (1) Reactant: [CH3:1][O:2][CH2:3][CH2:4][N:5]1[C:9]2[CH:10]=[CH:11][CH:12]=[CH:13][C:8]=2[N:7]=[C:6]1NC1C=CC=CC=1/C=C/C(OC)=O.[NH2:27][OH:28].[OH-].[Na+].[O:31]1[CH2:35][CH2:34][CH2:33][CH2:32]1. Product: [OH:28][NH:27][C:32](=[O:31])/[CH:33]=[CH:34]/[C:35]1[CH:11]=[CH:12][CH:13]=[CH:8][C:9]=1[NH:5][CH2:4][C:6]1[N:5]([CH2:4][CH2:3][O:2][CH3:1])[C:9]2[CH:10]=[CH:11][CH:12]=[CH:13][C:8]=2[N:7]=1. The catalyst class is: 5. (2) Reactant: Cl.Cl.N1CCOC([CH2:9][NH:10][C:11]([C:13]2[N:14]=[N:15][C:16]([CH2:32][CH2:33][CH2:34][CH3:35])=[C:17]([C:19]3[CH:24]=[CH:23][C:22]([O:25][CH:26]4[CH2:31][CH2:30][CH2:29][CH2:28][CH2:27]4)=[CH:21][CH:20]=3)[CH:18]=2)=[O:12])C1.N1C=CC=CC=1.[CH2:42]([N:44]1[CH2:48][CH2:47][CH2:46][C@@H:45]1NC)[CH3:43]. Product: [CH2:42]([N:44]1[CH2:48][CH2:47][CH2:46][C@@H:45]1[CH2:9][NH:10][C:11]([C:13]1[N:14]=[N:15][C:16]([CH2:32][CH2:33][CH2:34][CH3:35])=[C:17]([C:19]2[CH:20]=[CH:21][C:22]([O:25][CH:26]3[CH2:31][CH2:30][CH2:29][CH2:28][CH2:27]3)=[CH:23][CH:24]=2)[CH:18]=1)=[O:12])[CH3:43]. The catalyst class is: 1. (3) Reactant: Cl.Cl.[NH:3]1[CH2:8][CH2:7][CH2:6][C@@H:5]([NH:9][C:10]2[CH:11]=[C:12]3[C:16](=[CH:17][CH:18]=2)[NH:15][N:14]=[CH:13]3)[CH2:4]1.[CH:19]([C:21]1[CH:31]=[CH:30][C:24]([C:25]([O:27][CH2:28][CH3:29])=[O:26])=[CH:23][CH:22]=1)=O.C([O-])(=O)C.[Na+].C([BH3-])#N.[Na+]. Product: [NH:15]1[C:16]2[C:12](=[CH:11][C:10]([NH:9][C@@H:5]3[CH2:6][CH2:7][CH2:8][N:3]([CH2:19][C:21]4[CH:31]=[CH:30][C:24]([C:25]([O:27][CH2:28][CH3:29])=[O:26])=[CH:23][CH:22]=4)[CH2:4]3)=[CH:18][CH:17]=2)[CH:13]=[N:14]1. The catalyst class is: 5. (4) Product: [Br:8][C:5]1[CH:6]=[CH:7][C:2]([C:12]#[N:13])=[C:3]([N+:9]([O-:11])=[O:10])[CH:4]=1. Reactant: Br[C:2]1[CH:7]=[CH:6][C:5]([Br:8])=[CH:4][C:3]=1[N+:9]([O-:11])=[O:10].[C:12]([Cu])#[N:13]. The catalyst class is: 474. (5) Reactant: [CH3:1][O:2][C:3](=[O:17])[CH2:4][N:5]1[C:14](=[O:15])[C:13]2[C:8](=[CH:9][CH:10]=[CH:11][CH:12]=2)[NH:7][C:6]1=[O:16].C([O-])([O-])=O.[K+].[K+].Br[CH2:25][C:26]([NH:28][C:29]1[CH:34]=[C:33]([Cl:35])[C:32]([O:36][CH3:37])=[CH:31][C:30]=1[O:38][CH3:39])=[O:27]. Product: [CH3:1][O:2][C:3](=[O:17])[CH2:4][N:5]1[C:14](=[O:15])[C:13]2[C:8](=[CH:9][CH:10]=[CH:11][CH:12]=2)[N:7]([CH2:25][C:26](=[O:27])[NH:28][C:29]2[CH:34]=[C:33]([Cl:35])[C:32]([O:36][CH3:37])=[CH:31][C:30]=2[O:38][CH3:39])[C:6]1=[O:16]. The catalyst class is: 18. (6) Product: [C:1]1([C@H:13]2[C@H:17]([C:18]3[C:26]4[C:21](=[CH:22][CH:23]=[CH:24][CH:25]=4)[NH:20][CH:19]=3)[C:16](=[O:27])[N:15]([CH2:28][O:29][P:39](=[O:48])([O:40][CH2:41][C:42]3[CH:47]=[CH:46][CH:45]=[CH:44][CH:43]=3)[O:38][CH2:31][C:32]3[CH:37]=[CH:36][CH:35]=[CH:34][CH:33]=3)[C:14]2=[O:30])[C:11]2=[C:12]3[C:7](=[CH:8][CH:9]=[CH:10]2)[CH2:6][CH2:5][CH2:4][N:3]3[CH:2]=1. Reactant: [C:1]1([C@H:13]2[C@H:17]([C:18]3[C:26]4[C:21](=[CH:22][CH:23]=[CH:24][CH:25]=4)[NH:20][CH:19]=3)[C:16](=[O:27])[N:15]([CH2:28][OH:29])[C:14]2=[O:30])[C:11]2=[C:12]3[C:7](=[CH:8][CH:9]=[CH:10]2)[CH2:6][CH2:5][CH2:4][N:3]3[CH:2]=1.[CH2:31]([O:38][P:39](N)(=[O:48])[O:40][CH2:41][C:42]1[CH:47]=[CH:46][CH:45]=[CH:44][CH:43]=1)[C:32]1[CH:37]=[CH:36][CH:35]=[CH:34][CH:33]=1.N1C=NN=N1.ClC1C=CC=C(C(OO)=O)C=1. The catalyst class is: 217. (7) Reactant: Cl[C:2]1[C:3]2[C:4](=[CH:17][N:18](CC3C=CC(OC)=CC=3)[N:19]=2)[N:5]=[C:6]([C:8]2[CH:16]=[C:15]3[C:11]([CH:12]=[N:13][NH:14]3)=[CH:10][CH:9]=2)[N:7]=1.[NH2:29][C:30]1[CH:39]=[C:38]2[C:33]([CH2:34][CH2:35][C:36](=[O:40])[NH:37]2)=[CH:32][CH:31]=1.Cl. Product: [NH:14]1[C:15]2[C:11](=[CH:10][CH:9]=[C:8]([C:6]3[N:7]=[C:2]([NH:29][C:30]4[CH:39]=[C:38]5[C:33]([CH2:34][CH2:35][C:36](=[O:40])[NH:37]5)=[CH:32][CH:31]=4)[C:3]4[NH:19][N:18]=[CH:17][C:4]=4[N:5]=3)[CH:16]=2)[CH:12]=[N:13]1. The catalyst class is: 71.